Dataset: Full USPTO retrosynthesis dataset with 1.9M reactions from patents (1976-2016). Task: Predict the reactants needed to synthesize the given product. (1) Given the product [N:1]1[N:2]=[C:3]([C:19]2[CH:27]=[CH:26][C:22]([C:23]([N:59]3[CH2:60][CH2:61][CH:62]([NH:65][C:66](=[O:72])[O:67][C:68]([CH3:69])([CH3:71])[CH3:70])[CH2:63][CH2:64]3)=[O:24])=[CH:21][CH:20]=2)[N:4]2[C:10]=1[C:9]1[CH:11]=[CH:12][CH:13]=[CH:14][C:8]=1[NH:7][C:6]1[N:15]=[CH:16][CH:17]=[CH:18][C:5]2=1, predict the reactants needed to synthesize it. The reactants are: [N:1]1[N:2]=[C:3]([C:19]2[CH:27]=[CH:26][C:22]([C:23](O)=[O:24])=[CH:21][CH:20]=2)[N:4]2[C:10]=1[C:9]1[CH:11]=[CH:12][CH:13]=[CH:14][C:8]=1[NH:7][C:6]1[N:15]=[CH:16][CH:17]=[CH:18][C:5]2=1.CN(C(ON1N=NC2C=CC=CC1=2)=[N+](C)C)C.F[P-](F)(F)(F)(F)F.C(N(CC)CC)C.[NH:59]1[CH2:64][CH2:63][CH:62]([NH:65][C:66](=[O:72])[O:67][C:68]([CH3:71])([CH3:70])[CH3:69])[CH2:61][CH2:60]1. (2) Given the product [C:15]1([C:13]([C:11]([C:5]2[CH:10]=[CH:9][CH:8]=[CH:7][CH:6]=2)=[O:12])=[O:14])[CH:16]=[CH:17][CH:18]=[CH:19][CH:20]=1, predict the reactants needed to synthesize it. The reactants are: CS(C)=O.[C:5]1([C:11]([CH:13]([C:15]2[CH:20]=[CH:19][CH:18]=[CH:17][CH:16]=2)[OH:14])=[O:12])[CH:10]=[CH:9][CH:8]=[CH:7][CH:6]=1.O. (3) Given the product [C:13]1([C:12](=[N:1][CH:2]2[CH2:7][CH2:6][CH2:5][CH:4]([C:8]([O:10][CH3:11])=[O:9])[CH2:3]2)[C:19]2[CH:20]=[CH:21][CH:22]=[CH:23][CH:24]=2)[CH:18]=[CH:17][CH:16]=[CH:15][CH:14]=1, predict the reactants needed to synthesize it. The reactants are: [NH2:1][CH:2]1[CH2:7][CH2:6][CH2:5][CH:4]([C:8]([O:10][CH3:11])=[O:9])[CH2:3]1.[C:12](=N)([C:19]1[CH:24]=[CH:23][CH:22]=[CH:21][CH:20]=1)[C:13]1[CH:18]=[CH:17][CH:16]=[CH:15][CH:14]=1. (4) Given the product [F:24][C:23]([F:26])([F:25])[C:17]1([CH2:16][N:13]2[CH2:14][CH2:15][CH:10]([CH2:9][O:8][C:5]3[N:6]=[CH:7][C:2]([C:34]4[CH:35]=[CH:36][C:31]([C:29]([O:28][CH3:27])=[O:30])=[CH:32][CH:33]=4)=[CH:3][CH:4]=3)[CH2:11][CH2:12]2)[CH2:22][CH2:21][CH2:20][CH2:19][CH2:18]1, predict the reactants needed to synthesize it. The reactants are: Br[C:2]1[CH:3]=[CH:4][C:5]([O:8][CH2:9][CH:10]2[CH2:15][CH2:14][N:13]([CH2:16][C:17]3([C:23]([F:26])([F:25])[F:24])[CH2:22][CH2:21][CH2:20][CH2:19][CH2:18]3)[CH2:12][CH2:11]2)=[N:6][CH:7]=1.[CH3:27][O:28][C:29]([C:31]1[CH:36]=[CH:35][C:34](B(O)O)=[CH:33][CH:32]=1)=[O:30].C([O-])([O-])=O.[Cs+].[Cs+].O1CCOCC1. (5) Given the product [CH2:25]([NH:29][C:30](=[O:34])[O:31][CH:5]([CH3:6])[CH3:4])[CH2:26][CH2:27][CH3:28], predict the reactants needed to synthesize it. The reactants are: CN([CH2:4][CH2:5][CH2:6]N1CN(CCCN(C)C)CN(CCCN(C)C)C1)C.[CH2:25]([N:29]=[C:30]=[O:31])[CH2:26][CH2:27][CH3:28].[N-]=C=[O:34]. (6) Given the product [CH3:1][C:2]1([CH3:31])[CH2:11][C:10]2[C:5](=[CH:6][CH:7]=[C:8]([C:12]([OH:14])=[O:13])[CH:9]=2)[NH:4][CH:3]1[C:16]1[CH:21]=[CH:20][C:19]([NH:22][C:23](=[O:30])[C:24]2[CH:29]=[CH:28][CH:27]=[CH:26][N:25]=2)=[CH:18][CH:17]=1, predict the reactants needed to synthesize it. The reactants are: [CH3:1][C:2]1([CH3:31])[CH2:11][C:10]2[C:5](=[CH:6][CH:7]=[C:8]([C:12]([O:14]C)=[O:13])[CH:9]=2)[NH:4][CH:3]1[C:16]1[CH:21]=[CH:20][C:19]([NH:22][C:23](=[O:30])[C:24]2[CH:29]=[CH:28][CH:27]=[CH:26][N:25]=2)=[CH:18][CH:17]=1.[OH-].[Na+]. (7) Given the product [C:3]([C:2](=[C:10]([CH3:12])[CH3:9])[C:1]([O:7][CH3:8])=[O:6])(=[O:4])[CH3:5], predict the reactants needed to synthesize it. The reactants are: [C:1]([O:7][CH3:8])(=[O:6])[CH2:2][C:3]([CH3:5])=[O:4].[CH3:9][C:10]([CH3:12])=O.C(OC(=O)C)(=O)C.